Predict the reactants needed to synthesize the given product. From a dataset of Full USPTO retrosynthesis dataset with 1.9M reactions from patents (1976-2016). (1) Given the product [Br:5][C:6]1[N:7]=[C:8]([O:14][CH3:15])[C:9]2[N:10]([CH:2]=[CH:3][N:13]=2)[C:11]=1[Cl:12], predict the reactants needed to synthesize it. The reactants are: Cl[CH2:2][CH:3]=O.[Br:5][C:6]1[N:7]=[C:8]([O:14][CH3:15])[C:9]([NH2:13])=[N:10][C:11]=1[Cl:12]. (2) Given the product [Cl:1][C:2]1[N:6]2[C:7]3[CH:30]=[CH:29][C:28]([Cl:31])=[CH:27][C:8]=3[C@@H:9]([C:17]3[CH:22]=[CH:21][CH:20]=[C:19]([O:23][CH3:24])[C:18]=3[O:25][CH3:26])[O:10][C@H:11]([CH2:12][CH2:13][C:14]([N:32]3[CH2:37][CH2:36][CH2:35][C@H:34]([C:38]([O:40][CH2:41][CH3:42])=[O:39])[CH2:33]3)=[O:16])[C:5]2=[CH:4][CH:3]=1, predict the reactants needed to synthesize it. The reactants are: [Cl:1][C:2]1[N:6]2[C:7]3[CH:30]=[CH:29][C:28]([Cl:31])=[CH:27][C:8]=3[C@@H:9]([C:17]3[CH:22]=[CH:21][CH:20]=[C:19]([O:23][CH3:24])[C:18]=3[O:25][CH3:26])[O:10][C@H:11]([CH2:12][CH2:13][C:14]([OH:16])=O)[C:5]2=[CH:4][CH:3]=1.[NH:32]1[CH2:37][CH2:36][CH2:35][C@H:34]([C:38]([O:40][CH2:41][CH3:42])=[O:39])[CH2:33]1.Cl.C(N=C=NCCCN(C)C)C.ON1C2C=CC=CC=2N=N1.